This data is from Forward reaction prediction with 1.9M reactions from USPTO patents (1976-2016). The task is: Predict the product of the given reaction. (1) The product is: [ClH:8].[CH3:3][C:2]([CH3:5])([CH3:4])[CH2:1][C:25]1[CH:26]=[C:27]2[C:22](=[CH:23][CH:24]=1)[CH2:21][O:20][CH2:19][CH:18]2[NH2:17]. Given the reactants [CH2:1]([Mg]Br)[C:2]([CH3:5])([CH3:4])[CH3:3].[Cl:8]CCl.C(OC(=O)[NH:17][CH:18]1[C:27]2[C:22](=[CH:23][CH:24]=[C:25](Br)[CH:26]=2)[CH2:21][O:20][CH2:19]1)(C)(C)C.Cl, predict the reaction product. (2) Given the reactants [Br:1][C:2]1[CH:3]=[C:4]2[N:10]=[C:9]([C:11]3[CH:12]=[CH:13][C:14](O)=[N:15][CH:16]=3)[NH:8][C:5]2=[N:6][CH:7]=1.P(Cl)(Cl)([Cl:20])=O, predict the reaction product. The product is: [Br:1][C:2]1[CH:3]=[C:4]2[N:10]=[C:9]([C:11]3[CH:16]=[N:15][C:14]([Cl:20])=[CH:13][CH:12]=3)[NH:8][C:5]2=[N:6][CH:7]=1. (3) Given the reactants [CH:1]1([CH2:7][N:8]2[C:12]([C:13](=[O:23])[CH2:14]P(OCC)(OCC)=O)=[CH:11][C:10]([C:24]([O:26][CH2:27][CH3:28])=[O:25])=[C:9]2[CH3:29])[CH2:6][CH2:5][CH2:4][CH2:3][CH2:2]1.[H-].[Na+].[C:32]1(=O)[CH2:37][CH2:36][CH2:35][CH2:34][CH2:33]1, predict the reaction product. The product is: [C:32]1(=[CH:14][C:13]([C:12]2[N:8]([CH2:7][CH:1]3[CH2:2][CH2:3][CH2:4][CH2:5][CH2:6]3)[C:9]([CH3:29])=[C:10]([C:24]([O:26][CH2:27][CH3:28])=[O:25])[CH:11]=2)=[O:23])[CH2:37][CH2:36][CH2:35][CH2:34][CH2:33]1. (4) The product is: [CH3:5]/[C:40](/[CH2:41][CH2:42][CH:53]=[CH2:57])=[CH:45]/[C:44]([O:9][C@@H:10]1[CH2:15][C@@H:14]([CH2:16][CH2:17][C@H:18]([CH3:21])[CH:19]=[CH2:20])[O:13][C@@:12]([O:22][CH3:23])([C@@H:24]2[CH2:28][S:27][C:26](=[O:29])[N:25]2[CH2:30][C:31]2[CH:36]=[CH:35][C:34]([O:37][CH3:38])=[CH:33][CH:32]=2)[CH2:11]1)=[O:43]. Given the reactants [O-]S([C:5](F)(F)F)(=O)=O.[OH:9][C@H:10]1[CH2:15][C@@H:14]([CH2:16][CH2:17][C@H:18]([CH3:21])[CH:19]=[CH2:20])[O:13][C@:12]([C@@H:24]2[CH2:28][S:27][C:26](=[O:29])[N:25]2[CH2:30][C:31]2[CH:36]=[CH:35][C:34]([O:37][CH3:38])=[CH:33][CH:32]=2)([O:22][CH3:23])[CH2:11]1.O[C@H:40]1[CH2:45][C@@H:44](CCCC=C)[O:43][C@:42]([C@@H:53]2[CH2:57]SC(=O)N2CC2C=CC(OC)=CC=2)(OC)[CH2:41]1, predict the reaction product. (5) Given the reactants S(=O)(=O)(O)O.[F:6][C:7]1[CH:12]=[C:11]([F:13])[CH:10]=[CH:9][C:8]=1[CH2:14][C:15]([OH:17])=[O:16].[CH3:18]O, predict the reaction product. The product is: [F:6][C:7]1[CH:12]=[C:11]([F:13])[CH:10]=[CH:9][C:8]=1[CH2:14][C:15]([O:17][CH3:18])=[O:16]. (6) Given the reactants [C:1]([C:3]1[CH:4]=[C:5]2[C:10](=[CH:11][CH:12]=1)[CH2:9][C@H:8]([N:13]1[CH2:18][CH2:17][C:16]3([CH2:23][C@@H:22]([OH:24])[C:21]4[CH:25]=[C:26]([NH2:29])[CH:27]=[CH:28][C:20]=4[O:19]3)[CH2:15][CH2:14]1)[CH2:7][CH2:6]2)#[N:2].[CH3:30][Si:31](C1NC=CN=1)([CH3:33])[CH3:32], predict the reaction product. The product is: [C:1]([C:3]1[CH:4]=[C:5]2[C:10](=[CH:11][CH:12]=1)[CH2:9][C@H:8]([N:13]1[CH2:18][CH2:17][C:16]3([CH2:23][C@@H:22]([O:24][Si:31]([CH3:33])([CH3:32])[CH3:30])[C:21]4[CH:25]=[C:26]([NH2:29])[CH:27]=[CH:28][C:20]=4[O:19]3)[CH2:15][CH2:14]1)[CH2:7][CH2:6]2)#[N:2]. (7) Given the reactants [C:1]([CH:5]1[CH2:10][CH2:9][CH:8]([NH:11][C:12]2[C:13]3[CH2:21][CH2:20][NH:19][CH2:18][C:14]=3[N:15]=[CH:16][N:17]=2)[CH2:7][CH2:6]1)([CH3:4])([CH3:3])[CH3:2].Cl[C:23]1[C:28]([C:29]([F:32])([F:31])[F:30])=[CH:27][CH:26]=[CH:25][N:24]=1.C([O-])([O-])=O.[K+].[K+], predict the reaction product. The product is: [C:1]([CH:5]1[CH2:10][CH2:9][CH:8]([NH:11][C:12]2[C:13]3[CH2:21][CH2:20][N:19]([C:23]4[C:28]([C:29]([F:32])([F:31])[F:30])=[CH:27][CH:26]=[CH:25][N:24]=4)[CH2:18][C:14]=3[N:15]=[CH:16][N:17]=2)[CH2:7][CH2:6]1)([CH3:4])([CH3:2])[CH3:3].